Predict the reaction yield, written as a fraction of the theoretical maximum amount of product (1.0 means a 100% yield; for example, 0.34 means a 34% yield). From a dataset of Reaction yield outcomes from USPTO patents with 853,638 reactions. (1) The reactants are [Cl:1][C:2]1[N:7]2[N:8]=[C:9]([C:15]3[CH:20]=[CH:19][C:18]([F:21])=[CH:17][CH:16]=3)[C:10]([C:11](=O)[C:12]#[CH:13])=[C:6]2[CH:5]=[CH:4][CH:3]=1.S(O)(O)(=O)=O.[CH2:27]([NH:31][C:32]([NH2:34])=[NH:33])[CH2:28][CH2:29][CH3:30].[O-]CC.[Na+]. No catalyst specified. The product is [CH2:27]([NH:31][C:32]1[N:34]=[C:11]([C:10]2[C:9]([C:15]3[CH:20]=[CH:19][C:18]([F:21])=[CH:17][CH:16]=3)=[N:8][N:7]3[C:2]([Cl:1])=[CH:3][CH:4]=[CH:5][C:6]=23)[CH:12]=[CH:13][N:33]=1)[CH2:28][CH2:29][CH3:30]. The yield is 0.590. (2) The reactants are [CH3:1][O:2][C:3]1[CH:4]=[C:5]2[CH:11]=[CH:10][NH:9][C:6]2=[N:7][CH:8]=1.[OH-].[Na+].[C:14]1([S:20](Cl)(=[O:22])=[O:21])[CH:19]=[CH:18][CH:17]=[CH:16][CH:15]=1. The catalyst is [Br-].C([N+](CCCC)(CCCC)CCCC)CCC.ClCCl. The product is [C:14]1([S:20]([N:9]2[C:6]3=[N:7][CH:8]=[C:3]([O:2][CH3:1])[CH:4]=[C:5]3[CH:11]=[CH:10]2)(=[O:22])=[O:21])[CH:19]=[CH:18][CH:17]=[CH:16][CH:15]=1. The yield is 0.930. (3) The product is [Cl:1][C:2]1[CH:19]=[C:18]([Cl:20])[CH:17]=[CH:16][C:3]=1[CH2:4][N:5]1[C:9]([CH3:10])=[CH:8][CH:7]=[C:6]1/[CH:11]=[CH:12]/[C:13]([NH:41][S:38]([CH2:33][CH2:34][CH2:35][CH2:36][CH3:37])(=[O:40])=[O:39])=[O:15]. The yield is 0.640. The catalyst is CN(C)C=O. The reactants are [Cl:1][C:2]1[CH:19]=[C:18]([Cl:20])[CH:17]=[CH:16][C:3]=1[CH2:4][N:5]1[C:9]([CH3:10])=[CH:8][CH:7]=[C:6]1/[CH:11]=[CH:12]/[C:13]([OH:15])=O.C(N1C=CN=C1)(N1C=CN=C1)=O.[CH2:33]([S:38]([NH2:41])(=[O:40])=[O:39])[CH2:34][CH2:35][CH2:36][CH3:37].N12CCCN=C1CCCCC2.Cl. (4) The reactants are BrC1C(=O)[NH:4][C:5](=[O:18])[N:6]([CH2:9][C:10]2[C:15]([F:16])=[CH:14][CH:13]=[CH:12][C:11]=2[F:17])C=1C.C1(P(C2C=CC=CC=2)C2C=CC=CC=2)C=CC=CC=1.CC(OC(/N=N/C(OC(C)(C)C)=O)=O)(C)C. The catalyst is C1COCC1. The product is [F:16][C:15]1[CH:14]=[CH:13][CH:12]=[C:11]([F:17])[C:10]=1[CH2:9][NH:6][C:5]([NH2:4])=[O:18]. The yield is 0.961. (5) The reactants are Br[C:2]1[N:7]=[CH:6][C:5]([NH:8][C:9]([NH:11][CH2:12][CH2:13][CH2:14][CH2:15][N:16]2[CH2:21][CH2:20][CH2:19][CH2:18][CH2:17]2)=[O:10])=[CH:4][CH:3]=1.[CH3:22][O:23][C:24]1[CH:29]=[CH:28][CH:27]=[CH:26][C:25]=1B(O)O.C(=O)([O-])[O-].[Na+].[Na+]. The catalyst is C(#N)C.C1C=CC([P]([Pd]([P](C2C=CC=CC=2)(C2C=CC=CC=2)C2C=CC=CC=2)([P](C2C=CC=CC=2)(C2C=CC=CC=2)C2C=CC=CC=2)[P](C2C=CC=CC=2)(C2C=CC=CC=2)C2C=CC=CC=2)(C2C=CC=CC=2)C2C=CC=CC=2)=CC=1. The product is [CH3:22][O:23][C:24]1[CH:29]=[CH:28][CH:27]=[CH:26][C:25]=1[C:2]1[N:7]=[CH:6][C:5]([NH:8][C:9]([NH:11][CH2:12][CH2:13][CH2:14][CH2:15][N:16]2[CH2:21][CH2:20][CH2:19][CH2:18][CH2:17]2)=[O:10])=[CH:4][CH:3]=1. The yield is 0.196.